This data is from Full USPTO retrosynthesis dataset with 1.9M reactions from patents (1976-2016). The task is: Predict the reactants needed to synthesize the given product. (1) Given the product [C:28]([C@H:27]1[N:19]2[C@@H:20]([S:21][CH2:22][CH2:23][C@H:17]([NH:16][C:14](=[O:15])[O:13][C:9]([CH3:11])([CH3:10])[CH3:12])[C:18]2=[O:31])[CH2:24][CH2:25][CH2:26]1)(=[O:30])[NH2:33], predict the reactants needed to synthesize it. The reactants are: ClC(OCC(C)C)=O.[C:9]([O:13][C:14]([NH:16][C@H:17]1[CH2:23][CH2:22][S:21][C@H:20]2[CH2:24][CH2:25][CH2:26][C@@H:27]([C:28]([OH:30])=O)[N:19]2[C:18]1=[O:31])=[O:15])([CH3:12])([CH3:11])[CH3:10].C[N:33]1CCOCC1.[NH4+].[OH-]. (2) The reactants are: CC1(C)C(C)(C)OB([C:9]2[CH:10]=[C:11]([NH:15][S:16]([C:19]3[CH:24]=[CH:23][C:22]([F:25])=[CH:21][C:20]=3[F:26])(=[O:18])=[O:17])[CH:12]=[N:13][CH:14]=2)O1.Cl[C:29]1[CH:30]=[CH:31][C:32]2[N:33]=[CH:34][N:35]=[C:36]([O:39][CH:40]3[CH2:45][CH2:44][O:43][CH2:42][CH2:41]3)[C:37]=2[N:38]=1.C(=O)(O)[O-].[Na+]. Given the product [O:43]1[CH2:42][CH2:41][CH:40]([O:39][C:36]2[C:37]3[N:38]=[C:29]([C:9]4[CH:10]=[C:11]([NH:15][S:16]([C:19]5[CH:24]=[CH:23][C:22]([F:25])=[CH:21][C:20]=5[F:26])(=[O:17])=[O:18])[CH:12]=[N:13][CH:14]=4)[CH:30]=[CH:31][C:32]=3[N:33]=[CH:34][N:35]=2)[CH2:45][CH2:44]1, predict the reactants needed to synthesize it. (3) Given the product [Cl:1][C:2]1[CH:25]=[C:24]([Cl:26])[CH:23]=[CH:22][C:3]=1[CH2:4][N:5]1[C:9]([CH2:10][CH2:11][C:12]([OH:14])=[O:13])=[CH:8][C:7]([O:17][CH2:18][CH2:19][O:20][CH3:21])=[N:6]1, predict the reactants needed to synthesize it. The reactants are: [Cl:1][C:2]1[CH:25]=[C:24]([Cl:26])[CH:23]=[CH:22][C:3]=1[CH2:4][N:5]1[C:9]([CH2:10][CH2:11][C:12]([O:14]CC)=[O:13])=[CH:8][C:7]([O:17][CH2:18][CH2:19][O:20][CH3:21])=[N:6]1.[OH-].[Na+].O1CCCC1. (4) The reactants are: [CH3:1][C:2]1[CH:3]=[C:4]([C:20]2[CH:21]=[C:22]([CH:26]=[CH:27][CH:28]=2)[C:23](O)=[O:24])[CH:5]=[CH:6][C:7]=1[O:8][C@@H:9]1[C@H:14]([OH:15])[C@@H:13]([OH:16])[C@H:12]([OH:17])[C@H:11]([CH2:18][OH:19])[O:10]1.CN(C(ON1N=NC2C=CC=NC1=2)=[N+](C)C)C.F[P-](F)(F)(F)(F)F.[NH2:53][C:54]1[CH:59]=[CH:58][N:57]=[CH:56][CH:55]=1.CCN(C(C)C)C(C)C. Given the product [CH3:1][C:2]1[CH:3]=[C:4]([C:20]2[CH:21]=[C:22]([CH:26]=[CH:27][CH:28]=2)[C:23]([NH:53][C:54]2[CH:59]=[CH:58][N:57]=[CH:56][CH:55]=2)=[O:24])[CH:5]=[CH:6][C:7]=1[O:8][C@@H:9]1[C@H:14]([OH:15])[C@@H:13]([OH:16])[C@H:12]([OH:17])[C@H:11]([CH2:18][OH:19])[O:10]1, predict the reactants needed to synthesize it. (5) Given the product [CH3:1][O:2][C:3]1[CH:11]=[C:10]2[C:6]([C:7]([CH2:17][C:19]3[N:24]=[C:23]([C:25]([O:27][CH3:28])=[O:26])[CH:22]=[CH:21][CH:20]=3)=[C:8]([C:12]3([CH3:15])[CH2:13][CH2:14]3)[NH:9]2)=[CH:5][C:4]=1[CH3:16], predict the reactants needed to synthesize it. The reactants are: [CH3:1][O:2][C:3]1[CH:11]=[C:10]2[C:6]([CH:7]=[C:8]([C:12]3([CH3:15])[CH2:14][CH2:13]3)[NH:9]2)=[CH:5][C:4]=1[CH3:16].[CH:17]([C:19]1[N:24]=[C:23]([C:25]([O:27][CH3:28])=[O:26])[CH:22]=[CH:21][CH:20]=1)=O.C([SiH](CC)CC)C.FC(F)(F)C(O)=O. (6) Given the product [CH2:14]([C:16]1[CH:23]=[CH:22][C:19](/[CH:20]=[N:1]/[C:2]2[C:9]([C:10]#[N:11])=[C:8]([OH:12])[C:7]([OH:13])=[CH:6][C:3]=2[C:4]#[N:5])=[CH:18][CH:17]=1)[CH3:15], predict the reactants needed to synthesize it. The reactants are: [NH2:1][C:2]1[C:9]([C:10]#[N:11])=[C:8]([OH:12])[C:7]([OH:13])=[CH:6][C:3]=1[C:4]#[N:5].[CH2:14]([C:16]1[CH:23]=[CH:22][C:19]([CH:20]=O)=[CH:18][CH:17]=1)[CH3:15]. (7) Given the product [Cl:1][C:2]1[N:3]=[C:4]2[N:8]([C:9]=1[CH2:10][OH:11])[N:7]=[C:6]([CH2:12][O:13][CH3:14])[S:5]2, predict the reactants needed to synthesize it. The reactants are: [Cl:1][C:2]1[N:3]=[C:4]2[N:8]([C:9]=1[CH:10]=[O:11])[N:7]=[C:6]([CH2:12][O:13][CH3:14])[S:5]2.[BH4-].[Na+].[NH4+].[Cl-].